Predict which catalyst facilitates the given reaction. From a dataset of Catalyst prediction with 721,799 reactions and 888 catalyst types from USPTO. (1) Reactant: [Li]CCCC.CCCCCC.[F:12][C:13]1[CH:21]=[C:20]2[C:16]([CH:17]=[CH:18][NH:19]2)=[CH:15][C:14]=1[C:22]([F:25])([F:24])[F:23].CC(C)([O-])C.[K+].[C:32](=[O:34])=[O:33]. Product: [F:12][C:13]1[C:21]([C:32]([OH:34])=[O:33])=[C:20]2[C:16]([CH:17]=[CH:18][NH:19]2)=[CH:15][C:14]=1[C:22]([F:25])([F:23])[F:24]. The catalyst class is: 20. (2) Reactant: [CH3:1][O:2][C:3]1[C:8]([C:9]2[N:13]=[C:12]([CH2:14][OH:15])[N:11]([CH3:16])[N:10]=2)=[C:7]([O:17][CH3:18])[N:6]=[CH:5][N:4]=1.[H-].[Na+].[CH3:21]I. Product: [CH3:18][O:17][C:7]1[C:8]([C:9]2[N:13]=[C:12]([CH2:14][O:15][CH3:21])[N:11]([CH3:16])[N:10]=2)=[C:3]([O:2][CH3:1])[N:4]=[CH:5][N:6]=1. The catalyst class is: 1. (3) Reactant: [CH3:1]O.[CH3:3][C:4]1[N:5]([CH2:17][C:18]2C=NC=NC=2)[C:6]2[C:11]([C:12]=1[C:13]([O:15]C)=[O:14])=[CH:10][CH:9]=[CH:8][CH:7]=2.[OH-].[K+].Cl. Product: [CH:17]([N:5]1[C:6]2[C:11](=[CH:10][CH:9]=[CH:8][CH:7]=2)[C:12]([C:13]([OH:15])=[O:14])=[C:4]1[CH3:3])([CH3:18])[CH3:1]. The catalyst class is: 6.